Dataset: Forward reaction prediction with 1.9M reactions from USPTO patents (1976-2016). Task: Predict the product of the given reaction. (1) Given the reactants [N+:1]([C:4]1[CH:9]=[CH:8][C:7]([C:10]#[C:11][CH2:12][CH2:13][C:14]2[CH:19]=[CH:18][C:17]([CH2:20][C:21]([O:23][CH3:24])=[O:22])=[CH:16][CH:15]=2)=[CH:6][CH:5]=1)([O-])=O, predict the reaction product. The product is: [NH2:1][C:4]1[CH:9]=[CH:8][C:7]([CH2:10][CH2:11][CH2:12][CH2:13][C:14]2[CH:15]=[CH:16][C:17]([CH2:20][C:21]([O:23][CH3:24])=[O:22])=[CH:18][CH:19]=2)=[CH:6][CH:5]=1. (2) Given the reactants [O:1]1[C:5]2([CH2:10][CH2:9][C:8](=[O:11])[CH2:7][CH2:6]2)[O:4][CH2:3][CH2:2]1.[CH3:12][Mg]Br.[Cl-].[NH4+].C(OCC)(=O)C, predict the reaction product. The product is: [CH3:12][C:8]1([OH:11])[CH2:7][CH2:6][C:5]2([O:4][CH2:3][CH2:2][O:1]2)[CH2:10][CH2:9]1. (3) Given the reactants [CH3:1][O:2][CH2:3][CH2:4][N:5]([CH2:20][CH2:21][O:22][CH3:23])[S:6]([C:9]1[CH:10]=[C:11]([CH:15]=[CH:16][C:17]=1[O:18][CH3:19])[C:12](O)=[O:13])(=[O:8])=[O:7].[CH:24](/[C:37]1[CH:42]=[CH:41][C:40]([NH2:43])=[CH:39][C:38]=1[S:44]([OH:47])(=[O:46])=[O:45])=[CH:25]\[C:26]1[CH:31]=[CH:30][C:29]([NH2:32])=[CH:28][C:27]=1[S:33]([OH:36])(=[O:35])=[O:34], predict the reaction product. The product is: [CH:24](/[C:37]1[CH:42]=[CH:41][C:40]([NH:43][C:12](=[O:13])[C:11]2[CH:15]=[CH:16][C:17]([O:18][CH3:19])=[C:9]([S:6]([N:5]([CH2:20][CH2:21][O:22][CH3:23])[CH2:4][CH2:3][O:2][CH3:1])(=[O:7])=[O:8])[CH:10]=2)=[CH:39][C:38]=1[S:44]([OH:47])(=[O:45])=[O:46])=[CH:25]\[C:26]1[CH:31]=[CH:30][C:29]([NH:32][C:12](=[O:13])[C:11]2[CH:15]=[CH:16][C:17]([O:18][CH3:19])=[C:9]([S:6]([N:5]([CH2:20][CH2:21][O:22][CH3:23])[CH2:4][CH2:3][O:2][CH3:1])(=[O:8])=[O:7])[CH:10]=2)=[CH:28][C:27]=1[S:33]([OH:36])(=[O:34])=[O:35]. (4) Given the reactants [N+]([O-])([O-])=O.[K+].Cl[C:7]1SC2C=CC=CC=2[N:11]=1.Cl[C:17]1[S:18][C:19]2[CH:25]=[C:24]([N+:26]([O-])=O)[CH:23]=[CH:22][C:20]=2[N:21]=1.[Sn].ClC1SC2C=C(N)C=CC=2N=1.[C-]#N.[K+], predict the reaction product. The product is: [C:7]([C:17]1[S:18][C:19]2[CH:25]=[C:24]([NH2:26])[CH:23]=[CH:22][C:20]=2[N:21]=1)#[N:11]. (5) Given the reactants Br[C:2]1[C:10]2[O:9][CH2:8][CH:7]([C:11]3[CH:16]=[CH:15][C:14]([CH:17]([CH3:19])[CH3:18])=[CH:13][CH:12]=3)[C:6]=2[C:5]([CH3:20])=[C:4]([NH:21][C:22](=[O:28])[CH2:23][C:24]([CH3:27])([CH3:26])[CH3:25])[C:3]=1[CH3:29].[F:30][C:31]1[N:36]=[CH:35][C:34](B(O)O)=[CH:33][CH:32]=1, predict the reaction product. The product is: [F:30][C:31]1[N:36]=[CH:35][C:34]([C:2]2[C:10]3[O:9][CH2:8][CH:7]([C:11]4[CH:16]=[CH:15][C:14]([CH:17]([CH3:18])[CH3:19])=[CH:13][CH:12]=4)[C:6]=3[C:5]([CH3:20])=[C:4]([NH:21][C:22](=[O:28])[CH2:23][C:24]([CH3:27])([CH3:26])[CH3:25])[C:3]=2[CH3:29])=[CH:33][CH:32]=1. (6) Given the reactants [CH2:1]([O:3][C:4]([C:6]1([NH2:18])[CH2:8][C:7]1(C(OC(C)(C)C)=O)[CH:9]=[CH2:10])=[O:5])[CH3:2].[ClH:19].O1CCOCC1, predict the reaction product. The product is: [ClH:19].[CH2:1]([O:3][C:4]([C:6]1([NH2:18])[CH2:8][CH:7]1[CH:9]=[CH2:10])=[O:5])[CH3:2].